This data is from Forward reaction prediction with 1.9M reactions from USPTO patents (1976-2016). The task is: Predict the product of the given reaction. (1) Given the reactants Cl[CH:2]1[CH:7]([N+:8]([O-:10])=[O:9])[C:6]([C:11]2[CH:16]=[CH:15][C:14]([O:17][CH:18]([F:20])[F:19])=[CH:13][C:12]=2[Cl:21])=[CH:5][CH:4]=[N:3]1.[CH:22]([NH2:26])([CH2:24][CH3:25])[CH3:23].CCN(C(C)C)C(C)C, predict the reaction product. The product is: [CH:22]([NH:26][CH:2]1[CH:7]([N+:8]([O-:10])=[O:9])[C:6]([C:11]2[CH:16]=[CH:15][C:14]([O:17][CH:18]([F:20])[F:19])=[CH:13][C:12]=2[Cl:21])=[CH:5][CH:4]=[N:3]1)([CH2:24][CH3:25])[CH3:23]. (2) Given the reactants [N:1]1([CH2:6][C:7]2[CH:12]=[CH:11][C:10]([N:13]3[CH2:18][CH2:17][CH:16]([CH:19]=O)[CH2:15][CH2:14]3)=[CH:9][CH:8]=2)[CH2:5][CH2:4][CH2:3][CH2:2]1.[NH2:21][C:22]1[CH:27]=[CH:26][CH:25]=[CH:24][N:23]=1, predict the reaction product. The product is: [N:23]1[CH:24]=[CH:25][CH:26]=[CH:27][C:22]=1[NH:21][CH2:19][CH:16]1[CH2:17][CH2:18][N:13]([C:10]2[CH:11]=[CH:12][C:7]([CH2:6][N:1]3[CH2:5][CH2:4][CH2:3][CH2:2]3)=[CH:8][CH:9]=2)[CH2:14][CH2:15]1. (3) The product is: [NH:31]1[C:27]([C:26]2[CH:25]=[CH:24][C:23]([CH2:22][N:3]3[C:4]4[C:9](=[CH:8][CH:7]=[CH:6][CH:5]=4)[C:10]4([CH2:14][O:13][C:12]5[CH:15]=[C:16]6[C:20](=[CH:21][C:11]4=5)[CH2:19][CH2:18][O:17]6)[C:2]3=[O:1])=[CH:30][CH:29]=2)=[N:28][N:33]=[N:32]1. Given the reactants [O:1]=[C:2]1[C:10]2([CH2:14][O:13][C:12]3[CH:15]=[C:16]4[C:20](=[CH:21][C:11]2=3)[CH2:19][CH2:18][O:17]4)[C:9]2[C:4](=[CH:5][CH:6]=[CH:7][CH:8]=2)[N:3]1[CH2:22][C:23]1[CH:30]=[CH:29][C:26]([C:27]#[N:28])=[CH:25][CH:24]=1.[N-:31]=[N+:32]=[N-:33].[Na+].Cl.C(N(CC)CC)C, predict the reaction product. (4) Given the reactants [CH3:1][O:2][C:3]1[CH:20]=[CH:19][C:6]2[NH:7][C:8](=[O:18])[N:9]([CH:12]3[CH2:17][CH2:16][NH:15][CH2:14][CH2:13]3)[CH2:10][CH2:11][C:5]=2[CH:4]=1.Cl[C:22]1[N:27]=[CH:26][N:25]=[C:24]([O:28][C:29]2[CH:30]=[C:31]([CH3:43])[C:32]3[N:36]=[C:35]([CH:37]4[CH2:41][CH2:40][O:39][CH2:38]4)[NH:34][C:33]=3[CH:42]=2)[CH:23]=1.CCN(C(C)C)C(C)C.[OH-].[Na+], predict the reaction product. The product is: [CH3:1][O:2][C:3]1[CH:20]=[CH:19][C:6]2[NH:7][C:8](=[O:18])[N:9]([CH:12]3[CH2:13][CH2:14][N:15]([C:22]4[CH:23]=[C:24]([O:28][C:29]5[CH:30]=[C:31]([CH3:43])[C:32]6[N:36]=[C:35]([CH:37]7[CH2:41][CH2:40][O:39][CH2:38]7)[NH:34][C:33]=6[CH:42]=5)[N:25]=[CH:26][N:27]=4)[CH2:16][CH2:17]3)[CH2:10][CH2:11][C:5]=2[CH:4]=1. (5) The product is: [F:25][C:22]([F:23])([F:24])[C:19]1[CH:20]=[CH:21][C:16]([O:15][C:14]2[CH:13]=[C:12]([CH:11]=[C:30]3[CH2:35][CH2:34][CH:33]([C:36]([O:38][CH2:39][CH3:40])=[O:37])[CH2:32][CH2:31]3)[CH:28]=[CH:27][CH:26]=2)=[N:17][CH:18]=1. Given the reactants [H-].[Na+].C(OP([CH2:11][C:12]1[CH:13]=[C:14]([CH:26]=[CH:27][CH:28]=1)[O:15][C:16]1[CH:21]=[CH:20][C:19]([C:22]([F:25])([F:24])[F:23])=[CH:18][N:17]=1)(OCC)=O)C.O=[C:30]1[CH2:35][CH2:34][CH:33]([C:36]([O:38][CH2:39][CH3:40])=[O:37])[CH2:32][CH2:31]1, predict the reaction product. (6) The product is: [F:1][C:2]1[C:3]([C:22]2[N:23]=[N:24][C:25]([CH3:28])=[CH:26][CH:27]=2)=[N:4][CH:5]=[CH:6][CH:7]=1. Given the reactants [F:1][C:2]1[C:3]([Sn](CCCC)(CCCC)CCCC)=[N:4][CH:5]=[CH:6][CH:7]=1.I[C:22]1[N:23]=[N:24][C:25]([CH3:28])=[CH:26][CH:27]=1, predict the reaction product.